From a dataset of Catalyst prediction with 721,799 reactions and 888 catalyst types from USPTO. Predict which catalyst facilitates the given reaction. Reactant: [Br:1][C:2]1[CH:3]=[C:4]([F:11])[C:5]([OH:10])=[C:6]([CH:9]=1)[CH:7]=[O:8].[C:12]([O-])([O-])=O.[Cs+].[Cs+].IC. Product: [Br:1][C:2]1[CH:3]=[C:4]([F:11])[C:5]([O:10][CH3:12])=[C:6]([CH:9]=1)[CH:7]=[O:8]. The catalyst class is: 31.